Task: Regression. Given two drug SMILES strings and cell line genomic features, predict the synergy score measuring deviation from expected non-interaction effect.. Dataset: NCI-60 drug combinations with 297,098 pairs across 59 cell lines (1) Drug 1: CCCCC(=O)OCC(=O)C1(CC(C2=C(C1)C(=C3C(=C2O)C(=O)C4=C(C3=O)C=CC=C4OC)O)OC5CC(C(C(O5)C)O)NC(=O)C(F)(F)F)O. Drug 2: C1=NC2=C(N1)C(=S)N=CN2. Cell line: NCI-H522. Synergy scores: CSS=61.5, Synergy_ZIP=-3.42, Synergy_Bliss=-6.77, Synergy_Loewe=-6.45, Synergy_HSA=-3.26. (2) Drug 1: C1=NC2=C(N=C(N=C2N1C3C(C(C(O3)CO)O)O)F)N. Drug 2: CC1CCCC2(C(O2)CC(NC(=O)CC(C(C(=O)C(C1O)C)(C)C)O)C(=CC3=CSC(=N3)C)C)C. Cell line: SK-MEL-5. Synergy scores: CSS=65.1, Synergy_ZIP=3.37, Synergy_Bliss=4.66, Synergy_Loewe=7.35, Synergy_HSA=8.73. (3) Drug 1: CN(C)N=NC1=C(NC=N1)C(=O)N. Drug 2: CN(C)C1=NC(=NC(=N1)N(C)C)N(C)C. Cell line: HT29. Synergy scores: CSS=65.7, Synergy_ZIP=66.1, Synergy_Bliss=62.2, Synergy_Loewe=50.5, Synergy_HSA=56.1. (4) Drug 1: COC1=CC(=CC(=C1O)OC)C2C3C(COC3=O)C(C4=CC5=C(C=C24)OCO5)OC6C(C(C7C(O6)COC(O7)C8=CC=CS8)O)O. Drug 2: C1C(C(OC1N2C=NC3=C(N=C(N=C32)Cl)N)CO)O. Cell line: RPMI-8226. Synergy scores: CSS=53.3, Synergy_ZIP=4.83, Synergy_Bliss=1.10, Synergy_Loewe=-13.6, Synergy_HSA=-3.55.